Dataset: Reaction yield outcomes from USPTO patents with 853,638 reactions. Task: Predict the reaction yield, written as a fraction of the theoretical maximum amount of product (1.0 means a 100% yield; for example, 0.34 means a 34% yield). (1) The reactants are [CH2:1]([O:8][C:9]1[CH:10]=[C:11]2[C:16](=[CH:17][C:18]=1[O:19][CH3:20])[CH:15](/[CH:21]=[CH:22]/[C:23]1[CH:28]=[C:27]([O:29][CH2:30][C:31]3[CH:36]=[CH:35][CH:34]=[CH:33][CH:32]=3)[C:26]([O:37][CH3:38])=[CH:25][C:24]=1[CH3:39])[NH:14][CH2:13][CH2:12]2)[C:2]1[CH:7]=[CH:6][CH:5]=[CH:4][CH:3]=1.[Si]([N:44]=[C:45]=[O:46])(C)(C)C. The catalyst is C(Cl)Cl. The product is [CH2:1]([O:8][C:9]1[CH:10]=[C:11]2[C:16](=[CH:17][C:18]=1[O:19][CH3:20])[CH:15](/[CH:21]=[CH:22]/[C:23]1[CH:28]=[C:27]([O:29][CH2:30][C:31]3[CH:32]=[CH:33][CH:34]=[CH:35][CH:36]=3)[C:26]([O:37][CH3:38])=[CH:25][C:24]=1[CH3:39])[N:14]([C:45]([NH2:44])=[O:46])[CH2:13][CH2:12]2)[C:2]1[CH:7]=[CH:6][CH:5]=[CH:4][CH:3]=1. The yield is 0.700. (2) The reactants are [CH3:1][OH:2].[H-].[Na+].Cl[C:6]1[C:11]([N+:12]([O-:14])=[O:13])=[CH:10][CH:9]=[C:8]([Cl:15])[N:7]=1.O. The catalyst is C1(C)C(C)=CC=CC=1. The product is [Cl:15][C:8]1[N:7]=[C:6]([O:2][CH3:1])[C:11]([N+:12]([O-:14])=[O:13])=[CH:10][CH:9]=1. The yield is 0.780. (3) The reactants are [C:1]([C:4]1[C:9]([C:10]2[CH:15]=[CH:14][CH:13]=[C:12]([Cl:16])[CH:11]=2)=[N:8][N:7]([CH2:17][CH3:18])[C:6](=[O:19])[C:5]=1[N+:20]([O-])=O)(=[O:3])[CH3:2].N[C:24]1[CH:33]=[CH:32][CH:31]=[C:30]2[C:25]=1[CH:26]=[CH:27][CH:28]=[N:29]2. The catalyst is C(O)C. The product is [C:1]([C:4]1[C:9]([C:10]2[CH:15]=[CH:14][CH:13]=[C:12]([Cl:16])[CH:11]=2)=[N:8][N:7]([CH2:17][CH3:18])[C:6](=[O:19])[C:5]=1[NH:20][C:24]1[CH:33]=[CH:32][CH:31]=[C:30]2[C:25]=1[CH:26]=[CH:27][CH:28]=[N:29]2)(=[O:3])[CH3:2]. The yield is 0.515.